From a dataset of Reaction yield outcomes from USPTO patents with 853,638 reactions. Predict the reaction yield, written as a fraction of the theoretical maximum amount of product (1.0 means a 100% yield; for example, 0.34 means a 34% yield). The product is [F:19][C:20]1[CH:27]=[CH:26][C:23]([CH2:24][NH:2][C@@H:3]2[C@H:8]3[CH2:9][C@H:5]([CH2:6][CH2:7]3)[C@@H:4]2[C:10]([O:12][CH3:13])=[O:11])=[CH:22][CH:21]=1. The reactants are Cl.[NH2:2][C@@H:3]1[C@H:8]2[CH2:9][C@H:5]([CH2:6][CH2:7]2)[C@@H:4]1[C:10]([O:12][CH3:13])=[O:11].C([O-])(=O)C.[Na+].[F:19][C:20]1[CH:27]=[CH:26][C:23]([CH:24]=O)=[CH:22][CH:21]=1.C([BH3-])#N.[Na+].C(=O)(O)[O-].[Na+]. The yield is 0.870. The catalyst is CO.C(OCC)(=O)C.